This data is from Catalyst prediction with 721,799 reactions and 888 catalyst types from USPTO. The task is: Predict which catalyst facilitates the given reaction. (1) Reactant: [NH2:1][C:2]1[CH:7]=[CH:6][C:5]([C:8]2[CH:13]=[CH:12][C:11]([Cl:14])=[CH:10][CH:9]=2)=[CH:4][C:3]=1[CH2:15][N:16]1[CH2:21][CH2:20][N:19](C(OC(C)(C)C)=O)[CH2:18][CH:17]1[C:29]([O:31]C)=O.Cl.C(O)(C)C. Product: [Cl:14][C:11]1[CH:10]=[CH:9][C:8]([C:5]2[CH:6]=[CH:7][C:2]3[NH:1][C:29](=[O:31])[CH:17]4[CH2:18][NH:19][CH2:20][CH2:21][N:16]4[CH2:15][C:3]=3[CH:4]=2)=[CH:13][CH:12]=1. The catalyst class is: 15. (2) Reactant: [C:1]([O:5][C:6]([NH:8][CH2:9][CH2:10][CH2:11][N:12]([CH3:47])[CH2:13][CH2:14][CH2:15][NH:16][C:17]1[C:29]2[C:28]3[C:23](=[CH:24][C:25]([C:30]([O:32][CH3:33])=[O:31])=[CH:26][CH:27]=3)[NH:22][C:21]=2[N:20]=[C:19]([CH2:34][C:35]2[CH:40]=[CH:39][CH:38]=[C:37]([C:41](=O)[C:42]([F:45])([F:44])[F:43])[CH:36]=2)[N:18]=1)=[O:7])([CH3:4])([CH3:3])[CH3:2].Cl.[NH2:49][OH:50].N1C=CC=CC=1. Product: [C:1]([O:5][C:6]([NH:8][CH2:9][CH2:10][CH2:11][N:12]([CH3:47])[CH2:13][CH2:14][CH2:15][NH:16][C:17]1[C:29]2[C:28]3[C:23](=[CH:24][C:25]([C:30]([O:32][CH3:33])=[O:31])=[CH:26][CH:27]=3)[NH:22][C:21]=2[N:20]=[C:19]([CH2:34][C:35]2[CH:40]=[CH:39][CH:38]=[C:37]([C:41](=[N:49][OH:50])[C:42]([F:43])([F:44])[F:45])[CH:36]=2)[N:18]=1)=[O:7])([CH3:2])([CH3:4])[CH3:3]. The catalyst class is: 5. (3) Reactant: [C:1]([C:3]1[CH:4]=[C:5]2[C:10](=[CH:11][C:12]=1[O:13][CH3:14])[N:9]=[CH:8][CH:7]=[C:6]2[O:15][C:16]1[CH:21]=[CH:20][C:19]([NH:22][C:23](=[O:31])OC2C=CC=CC=2)=[CH:18][CH:17]=1)#[N:2].[NH2:32][C:33]1[CH:38]=[CH:37][CH:36]=[CH:35][N:34]=1.O. Product: [C:1]([C:3]1[CH:4]=[C:5]2[C:10](=[CH:11][C:12]=1[O:13][CH3:14])[N:9]=[CH:8][CH:7]=[C:6]2[O:15][C:16]1[CH:21]=[CH:20][C:19]([NH:22][C:23]([NH:32][C:33]2[CH:38]=[CH:37][CH:36]=[CH:35][N:34]=2)=[O:31])=[CH:18][CH:17]=1)#[N:2]. The catalyst class is: 16. (4) Reactant: C([O:5][C:6]1[CH:31]=[CH:30][C:29]([C:32]([F:35])([F:34])[F:33])=[CH:28][C:7]=1[CH2:8][NH:9][C:10]([C@:12]12[CH2:19][C@H:18]([NH:20]C(=O)OC(C)(C)C)[CH2:17][C@H:13]1[O:14][CH2:15][CH2:16]2)=[O:11])(C)(C)C.[ClH:36]. Product: [ClH:36].[ClH:36].[NH2:20][C@@H:18]1[CH2:17][C@H:13]2[O:14][CH2:15][CH2:16][C@@:12]2([C:10]([NH:9][CH2:8][C:7]2[CH:28]=[C:29]([C:32]([F:33])([F:34])[F:35])[CH:30]=[CH:31][C:6]=2[OH:5])=[O:11])[CH2:19]1. The catalyst class is: 5. (5) Reactant: CC(OI1(OC(C)=O)(OC(C)=O)OC(=O)C2C=CC=CC1=2)=O.[Br:23][C:24]1[CH:25]=[CH:26][C:27]2[C:28]3[S:36][C:35]([CH2:37][OH:38])=[N:34][C:29]=3[CH:30]=[N:31][C:32]=2[CH:33]=1. Product: [Br:23][C:24]1[CH:25]=[CH:26][C:27]2[C:28]3[S:36][C:35]([CH:37]=[O:38])=[N:34][C:29]=3[CH:30]=[N:31][C:32]=2[CH:33]=1. The catalyst class is: 4. (6) Reactant: [OH-:1].[Na+].[CH3:3][O:4][C:5]1[CH:6]=[C:7]([CH:13]([CH3:16])[C:14]#N)[CH:8]=[C:9]([O:11][CH3:12])[CH:10]=1.C(O)CCC.[OH2:22]. Product: [CH3:3][O:4][C:5]1[CH:6]=[C:7]([CH:13]([CH3:16])[C:14]([OH:22])=[O:1])[CH:8]=[C:9]([O:11][CH3:12])[CH:10]=1. The catalyst class is: 81.